From a dataset of Full USPTO retrosynthesis dataset with 1.9M reactions from patents (1976-2016). Predict the reactants needed to synthesize the given product. Given the product [C:13]([NH:6][C:4](=[O:5])[C:3]1[CH:7]=[CH:8][CH:9]=[CH:10][C:2]=1[F:1])(=[O:22])/[CH:14]=[CH:15]/[C:16]1[CH:21]=[CH:20][CH:19]=[CH:18][CH:17]=1, predict the reactants needed to synthesize it. The reactants are: [F:1][C:2]1[CH:10]=[CH:9][CH:8]=[CH:7][C:3]=1[C:4]([NH2:6])=[O:5].[H-].[Na+].[C:13](Cl)(=[O:22])[CH:14]=[CH:15][C:16]1[CH:21]=[CH:20][CH:19]=[CH:18][CH:17]=1.Cl.